Task: Predict the reaction yield, written as a fraction of the theoretical maximum amount of product (1.0 means a 100% yield; for example, 0.34 means a 34% yield).. Dataset: Reaction yield outcomes from USPTO patents with 853,638 reactions (1) The reactants are Br[C:2]1[CH:20]=[CH:19][C:5]([CH2:6][CH:7]2[CH2:11][CH2:10][N:9]([CH:12]3[CH2:17][CH2:16][CH2:15][CH2:14][CH2:13]3)[C:8]2=[O:18])=[C:4]([Cl:21])[CH:3]=1.[C:22]([O:26][C:27]([C:29]1[CH:30]=[C:31](B(O)O)[CH:32]=[CH:33][CH:34]=1)=[O:28])([CH3:25])([CH3:24])[CH3:23]. No catalyst specified. The product is [C:22]([O:26][C:27]([C:29]1[CH:34]=[C:33]([C:2]2[CH:20]=[CH:19][C:5]([CH2:6][CH:7]3[CH2:11][CH2:10][N:9]([CH:12]4[CH2:17][CH2:16][CH2:15][CH2:14][CH2:13]4)[C:8]3=[O:18])=[C:4]([Cl:21])[CH:3]=2)[CH:32]=[CH:31][CH:30]=1)=[O:28])([CH3:25])([CH3:23])[CH3:24]. The yield is 0.800. (2) The catalyst is C(OCC)(=O)C.CO.[C].[Pd]. The yield is 0.950. The product is [ClH:1].[NH2:17][C:5]1[CH:6]=[C:7]([C:10]([CH3:16])([CH3:15])[C:11]([O:13][CH3:14])=[O:12])[CH:8]=[CH:9][C:4]=1[O:3][CH3:2]. The reactants are [ClH:1].[CH3:2][O:3][C:4]1[CH:9]=[CH:8][C:7]([C:10]([CH3:16])([CH3:15])[C:11]([O:13][CH3:14])=[O:12])=[CH:6][C:5]=1[N+:17]([O-])=O. (3) The reactants are C[O:2][C:3](=[O:24])[C:4]1[CH:9]=[C:8]([C:10]2[S:11][CH:12]=[C:13]([C:15]3[CH:20]=[CH:19][C:18]([Cl:21])=[C:17]([Cl:22])[CH:16]=3)[N:14]=2)[CH:7]=[CH:6][C:5]=1Br.[Cl:25][C:26]1[CH:27]=[C:28](B(O)O)[CH:29]=[CH:30][C:31]=1[C:32]#[N:33]. No catalyst specified. The product is [Cl:25][C:26]1[CH:27]=[C:28]([C:5]2[C:4]([C:3]([OH:2])=[O:24])=[CH:9][C:8]([C:10]3[S:11][CH:12]=[C:13]([C:15]4[CH:20]=[CH:19][C:18]([Cl:21])=[C:17]([Cl:22])[CH:16]=4)[N:14]=3)=[CH:7][CH:6]=2)[CH:29]=[CH:30][C:31]=1[C:32]#[N:33]. The yield is 0.430. (4) The reactants are [Cl:1][C:2]1[C:7]([CH:8]=[O:9])=[CH:6][N:5]=[C:4]2[N:10]([S:13]([C:16]3[CH:22]=[CH:21][C:19]([CH3:20])=[CH:18][CH:17]=3)(=[O:15])=[O:14])[CH:11]=[CH:12][C:3]=12.[O-:23]Cl=O.[Na+].Cl. The catalyst is O.CC(C)=O. The product is [Cl:1][C:2]1[C:7]([C:8]([OH:23])=[O:9])=[CH:6][N:5]=[C:4]2[N:10]([S:13]([C:16]3[CH:22]=[CH:21][C:19]([CH3:20])=[CH:18][CH:17]=3)(=[O:15])=[O:14])[CH:11]=[CH:12][C:3]=12. The yield is 0.840. (5) The reactants are [CH3:1][O:2][C:3]1[CH:4]=[C:5]([CH:29]=[CH:30][C:31]=1[O:32][CH3:33])[O:6][C@@H:7]([C:23]1[CH:28]=[CH:27][CH:26]=[CH:25][CH:24]=1)[CH2:8][CH2:9][N:10]1[CH2:15][CH2:14][CH:13]([C:16]2[CH:22]=[CH:21][C:19]([NH2:20])=[CH:18][CH:17]=2)[CH2:12][CH2:11]1.[C:34](Cl)(=[O:38])[CH:35]([CH3:37])[CH3:36].C(N(CC)C(C)C)(C)C. The catalyst is C(Cl)Cl. The product is [CH3:1][O:2][C:3]1[CH:4]=[C:5]([CH:29]=[CH:30][C:31]=1[O:32][CH3:33])[O:6][C@@H:7]([C:23]1[CH:24]=[CH:25][CH:26]=[CH:27][CH:28]=1)[CH2:8][CH2:9][N:10]1[CH2:11][CH2:12][CH:13]([C:16]2[CH:22]=[CH:21][C:19]([NH:20][C:34](=[O:38])[CH:35]([CH3:37])[CH3:36])=[CH:18][CH:17]=2)[CH2:14][CH2:15]1. The yield is 0.565.